From a dataset of Reaction yield outcomes from USPTO patents with 853,638 reactions. Predict the reaction yield, written as a fraction of the theoretical maximum amount of product (1.0 means a 100% yield; for example, 0.34 means a 34% yield). (1) The product is [CH2:16]([NH:19][S:20]([NH:15][CH2:1][CH2:2][CH2:3][CH2:4][CH2:5][CH2:6][CH2:7][CH2:8][CH2:9][CH2:10][CH2:11][CH2:12][CH2:13][CH3:14])(=[O:22])=[O:21])[CH2:17][CH3:18]. No catalyst specified. The reactants are [CH2:1]([NH2:15])[CH2:2][CH2:3][CH2:4][CH2:5][CH2:6][CH2:7][CH2:8][CH2:9][CH2:10][CH2:11][CH2:12][CH2:13][CH3:14].[CH2:16]([NH:19][S:20](Cl)(=[O:22])=[O:21])[CH2:17][CH3:18]. The yield is 0.550. (2) The catalyst is CN(C)C=O.CCOCC. The product is [CH3:14][O:13][N:12]([CH3:11])[C:7]([CH:4]1[CH2:5][CH2:6][S:1][CH2:2][CH2:3]1)=[O:9]. The yield is 0.700. The reactants are [S:1]1[CH2:6][CH2:5][CH:4]([C:7]([OH:9])=O)[CH2:3][CH2:2]1.Cl.[CH3:11][NH:12][O:13][CH3:14].CN(C(ON1N=NC2C=CC=NC1=2)=[N+](C)C)C.F[P-](F)(F)(F)(F)F.C(N(CC)C(C)C)(C)C. (3) The reactants are [C:1](#[N:8])[C:2]1[CH:7]=[CH:6][CH:5]=[CH:4][CH:3]=1.[Cl-].[NH4+].[N:11]([Na])=[N+:12]=[N-:13]. The catalyst is CN(C=O)C.[Cl-].[Li+]. The product is [C:2]1([C:1]2[NH:13][N:12]=[N:11][N:8]=2)[CH:7]=[CH:6][CH:5]=[CH:4][CH:3]=1. The yield is 0.910. (4) The reactants are [Br:1][C:2]1[CH:3]=[C:4]([CH2:8][C@H:9]([OH:17])[CH2:10][C:11]2[CH:16]=[CH:15][CH:14]=[CH:13][CH:12]=2)[CH:5]=[CH:6][CH:7]=1.[H-].[Na+].[CH3:20]I. The catalyst is C1COCC1. The product is [Br:1][C:2]1[CH:7]=[CH:6][CH:5]=[C:4]([CH2:8][C@H:9]([O:17][CH3:20])[CH2:10][C:11]2[CH:12]=[CH:13][CH:14]=[CH:15][CH:16]=2)[CH:3]=1. The yield is 0.760. (5) The reactants are [CH2:1]([O:8][C:9](=[O:41])[NH:10][C@@H:11]1[CH2:17][CH2:16][CH2:15][N:14]([C:18]2[N:19]([CH3:40])[N:20]=[CH:21][C:22]=2[NH:23][C:24]([C:26]2[N:27]=[C:28](Br)[S:29][C:30]=2[NH:31][C:32]([O:34][C:35]([CH3:38])([CH3:37])[CH3:36])=[O:33])=[O:25])[CH2:13][CH2:12]1)[C:2]1[CH:7]=[CH:6][CH:5]=[CH:4][CH:3]=1.CC1(C)C(C)(C)OB([C:50]2[CH:55]=[CH:54][CH:53]=[C:52]([C:56]([F:59])([F:58])[F:57])[CH:51]=2)O1.C(=O)([O-])[O-].[Na+].[Na+].C([O-])(=O)C.[K+].ClCCl. The catalyst is Cl[Pd]Cl.C1(P(C2C=CC=CC=2)[C-]2C=CC=C2)C=CC=CC=1.[C-]1(P(C2C=CC=CC=2)C2C=CC=CC=2)C=CC=C1.[Fe+2].O.C(#N)C. The product is [CH2:1]([O:8][C:9](=[O:41])[NH:10][C@@H:11]1[CH2:17][CH2:16][CH2:15][N:14]([C:18]2[N:19]([CH3:40])[N:20]=[CH:21][C:22]=2[NH:23][C:24]([C:26]2[N:27]=[C:28]([C:50]3[CH:55]=[CH:54][CH:53]=[C:52]([C:56]([F:59])([F:58])[F:57])[CH:51]=3)[S:29][C:30]=2[NH:31][C:32]([O:34][C:35]([CH3:38])([CH3:37])[CH3:36])=[O:33])=[O:25])[CH2:13][CH2:12]1)[C:2]1[CH:7]=[CH:6][CH:5]=[CH:4][CH:3]=1. The yield is 0.668.